This data is from Full USPTO retrosynthesis dataset with 1.9M reactions from patents (1976-2016). The task is: Predict the reactants needed to synthesize the given product. (1) Given the product [NH2:1][C:4]1[CH:9]=[CH:8][CH:7]=[C:6]([NH2:10])[C:5]=1[C:13]1[C:18]([NH2:19])=[CH:17][CH:16]=[CH:15][C:14]=1[NH2:22], predict the reactants needed to synthesize it. The reactants are: [N+:1]([C:4]1[CH:9]=[CH:8][CH:7]=[C:6]([N+:10]([O-])=O)[C:5]=1[C:13]1[C:18]([N+:19]([O-])=O)=[CH:17][CH:16]=[CH:15][C:14]=1[N+:22]([O-])=O)([O-])=O. (2) The reactants are: Cl[C:2]1[CH2:6][CH2:5][C:4](=[O:7])[CH:3]=1.[N-:8]=[N+:9]=[N-:10].[Na+]. Given the product [N:8]([C:2]1[CH2:6][CH2:5][C:4](=[O:7])[CH:3]=1)=[N+:9]=[N-:10], predict the reactants needed to synthesize it. (3) Given the product [CH2:27]([O:25][C:18]1[C:19]([O:23][CH3:24])=[CH:20][CH:21]=[CH:22][C:17]=1[C@@H:7]1[C:6]2[CH:26]=[C:2]([Cl:1])[CH:3]=[CH:4][C:5]=2[NH:11][C:10](=[O:12])[C@@H:9]([CH2:13][C:14]([O:16][CH2:31][CH:41]=[CH2:42])=[O:15])[S:8]1)[CH:28]=[CH2:29], predict the reactants needed to synthesize it. The reactants are: [Cl:1][C:2]1[CH:3]=[CH:4][C:5]2[NH:11][C:10](=[O:12])[C@@H:9]([CH2:13][C:14]([OH:16])=[O:15])[S:8][C@H:7]([C:17]3[CH:22]=[CH:21][CH:20]=[C:19]([O:23][CH3:24])[C:18]=3[OH:25])[C:6]=2[CH:26]=1.[CH2:27](Br)[CH:28]=[CH2:29].[C:31](=O)([O-])[O-].[K+].[K+].C(O[CH2:41][CH3:42])(=O)C. (4) Given the product [CH3:8][C:9]1[C:21]2[C:1](=[O:2])[C:19]3[C:14](=[CH:15][CH:16]=[C:17]([S:23]([CH3:24])(=[O:3])=[O:37])[CH:18]=3)[NH:13][C:12]=2[N:11]([C:25]2[CH:30]=[CH:29][CH:28]=[CH:27][N:26]=2)[N:10]=1, predict the reactants needed to synthesize it. The reactants are: [CH3:1][OH:2].[O:3]1CCCC1.[CH3:8][C:9]1[C:21]2C(=O)[C:19]3[C:14](=[CH:15][CH:16]=[C:17]([S:23][CH3:24])[CH:18]=3)[NH:13][C:12]=2[N:11]([C:25]2[CH:30]=[CH:29][CH:28]=[CH:27][N:26]=2)[N:10]=1.I([O-])(=O)(=O)=O.[Na+].[OH2:37]. (5) Given the product [C:31]([O:34][C:35](=[O:36])[NH:1][CH2:2][C:3]1[N:12]=[C:11]([N:13]([C:15]2[CH:16]=[CH:17][C:18]([O:21][CH3:22])=[CH:19][CH:20]=2)[CH3:14])[C:10]2[C:5](=[CH:6][CH:7]=[CH:8][CH:9]=2)[N:4]=1)([CH3:33])([CH3:32])[CH3:30], predict the reactants needed to synthesize it. The reactants are: [NH2:1][CH2:2][C:3]1[N:12]=[C:11]([N:13]([C:15]2[CH:20]=[CH:19][C:18]([O:21][CH3:22])=[CH:17][CH:16]=2)[CH3:14])[C:10]2[C:5](=[CH:6][CH:7]=[CH:8][CH:9]=2)[N:4]=1.CCN(CC)CC.[CH3:30][C:31]([O:34][C:35](O[C:35]([O:34][C:31]([CH3:33])([CH3:32])[CH3:30])=[O:36])=[O:36])([CH3:33])[CH3:32]. (6) Given the product [N+:19]1([O-:16])[C:24]([CH3:25])=[CH:23][CH:22]=[CH:21][C:20]=1[CH3:26], predict the reactants needed to synthesize it. The reactants are: S([O-])([O-])(=O)=O.[Na+].[Na+].ClC1C=CC=C(C(OO)=[O:16])C=1.[N:19]1[C:24]([CH3:25])=[CH:23][CH:22]=[CH:21][C:20]=1[CH3:26].